Dataset: Forward reaction prediction with 1.9M reactions from USPTO patents (1976-2016). Task: Predict the product of the given reaction. Given the reactants [CH2:1]([CH:3]1[CH2:16][C:15]2[S:14][C:13]3[C:8](=[CH:9][CH:10]=[C:11]([O:17]C)[CH:12]=3)[C:7](=[O:19])[C:6]=2[CH2:5][CH2:4]1)[CH3:2].Br, predict the reaction product. The product is: [CH2:1]([CH:3]1[CH2:16][C:15]2[S:14][C:13]3[C:8](=[CH:9][CH:10]=[C:11]([OH:17])[CH:12]=3)[C:7](=[O:19])[C:6]=2[CH2:5][CH2:4]1)[CH3:2].